Dataset: Full USPTO retrosynthesis dataset with 1.9M reactions from patents (1976-2016). Task: Predict the reactants needed to synthesize the given product. (1) Given the product [Cl:17][C:18]1[S:22][C:21]([C:23]([NH:25][CH2:26][C:27]2[N:28]=[CH:29][N:30]([C:2]3[CH:7]=[CH:6][C:5]([N:8]4[CH:13]=[CH:12][CH:11]=[CH:10]/[C:9]/4=[N:14]\[C:15]#[N:16])=[CH:4][CH:3]=3)[CH:31]=2)=[O:24])=[CH:20][CH:19]=1, predict the reactants needed to synthesize it. The reactants are: I[C:2]1[CH:7]=[CH:6][C:5]([N:8]2[CH:13]=[CH:12][CH:11]=[CH:10]/[C:9]/2=[N:14]\[C:15]#[N:16])=[CH:4][CH:3]=1.[Cl:17][C:18]1[S:22][C:21]([C:23]([NH:25][CH2:26][C:27]2[N:28]=[CH:29][NH:30][CH:31]=2)=[O:24])=[CH:20][CH:19]=1.OC1C=CC=C2C=1N=CC=C2.C([O-])([O-])=O.[K+].[K+]. (2) Given the product [CH2:10]([N:17]1[C:5](=[O:6])[CH2:4][CH:2]([C:1]([OH:9])=[O:8])[CH2:3]1)[C:11]1[CH:16]=[CH:15][CH:14]=[CH:13][CH:12]=1, predict the reactants needed to synthesize it. The reactants are: [C:1]([OH:9])(=[O:8])[C:2]([CH2:4][C:5](O)=[O:6])=[CH2:3].[CH2:10]([NH2:17])[C:11]1[CH:16]=[CH:15][CH:14]=[CH:13][CH:12]=1. (3) Given the product [C:23]([O:25][CH2:12][CH2:11][CH2:10][CH2:9][CH2:8][CH2:7][NH2:6])(=[O:24])[CH2:22][CH2:21][CH2:20][S:19][S:18][CH2:17][CH2:16][CH2:15][C:14]([O:13][CH2:12][CH2:11][CH2:10][CH2:9][CH2:8][CH2:7][NH2:6])=[O:27], predict the reactants needed to synthesize it. The reactants are: CS(O)(=O)=O.[NH2:6][CH2:7][CH2:8][CH2:9][CH2:10][CH2:11][CH2:12][OH:13].[C:14]([OH:27])(=O)[CH2:15][CH2:16][CH2:17][S:18][S:19][CH2:20][CH2:21][CH2:22][C:23]([OH:25])=[O:24]. (4) Given the product [CH2:1]([C:5]12[CH2:17][C:16]([CH3:26])([CH3:18])[C:15](=[O:19])[C:14]([CH3:20])=[C:13]1[C:12]1[C:7](=[CH:8][C:9]([O:21][CH2:22][O:23][CH3:24])=[CH:10][CH:11]=1)[CH2:6]2)[CH2:2][CH2:3][CH3:4], predict the reactants needed to synthesize it. The reactants are: [CH2:1]([C:5]12[CH2:17][CH:16]([CH3:18])[C:15](=[O:19])[C:14]([CH3:20])=[C:13]1[C:12]1[C:7](=[CH:8][C:9]([O:21][CH2:22][O:23][CH3:24])=[CH:10][CH:11]=1)[CH2:6]2)[CH2:2][CH2:3][CH3:4].[Li+].[CH3:26]C([N-]C(C)C)C.IC. (5) Given the product [C:1]12([C:11]3[CH:12]=[CH:13][C:14]([O:15][C:16]([CH3:21])([CH3:22])[C:17]([OH:19])=[O:18])=[CH:23][CH:24]=3)[CH2:8][CH:7]3[CH2:9][CH:3]([CH2:4][CH:5]([CH2:6]3)[CH2:10]1)[CH2:2]2, predict the reactants needed to synthesize it. The reactants are: [C:1]12([C:11]3[CH:24]=[CH:23][C:14]([O:15][C:16]([CH3:22])([CH3:21])[C:17]([O:19]C)=[O:18])=[CH:13][CH:12]=3)[CH2:10][CH:5]3[CH2:6][CH:7]([CH2:9][CH:3]([CH2:4]3)[CH2:2]1)[CH2:8]2.O.[OH-].[Li+].Cl. (6) Given the product [CH2:12]([N:19]1[CH2:24][CH2:23][C:22]([C:5]2[CH:10]=[CH:9][C:8]([Br:11])=[CH:7][CH:6]=2)([OH:25])[CH2:21][CH2:20]1)[C:13]1[CH:14]=[CH:15][CH:16]=[CH:17][CH:18]=1, predict the reactants needed to synthesize it. The reactants are: [Mg].II.Br[C:5]1[CH:10]=[CH:9][C:8]([Br:11])=[CH:7][CH:6]=1.[CH2:12]([N:19]1[CH2:24][CH2:23][C:22](=[O:25])[CH2:21][CH2:20]1)[C:13]1[CH:18]=[CH:17][CH:16]=[CH:15][CH:14]=1.